This data is from Cav3 T-type calcium channel HTS with 100,875 compounds. The task is: Binary Classification. Given a drug SMILES string, predict its activity (active/inactive) in a high-throughput screening assay against a specified biological target. (1) The compound is S(c1n(\c([nH]n1)=C1\c2c(N=C1)cccc2)CCOC)CC(=O)Nc1sc(nn1)CC. The result is 0 (inactive). (2) The drug is S(c1nc(nc2c3c(oc12)cccc3)C)CC(=O)NCc1ccccc1. The result is 0 (inactive). (3) The drug is O=C(NC1CCCC1)CCn1nc(nn1)c1ccc(cc1)C. The result is 0 (inactive). (4) The molecule is o1c(nc(c1OC(=O)C)/C=N\c1ccccc1)c1ccccc1. The result is 0 (inactive). (5) The compound is O(C(=O)C(NC(=O)c1occc1)Cc1c2c([nH]c1)cccc2)CC. The result is 0 (inactive).